From a dataset of hERG potassium channel inhibition data for cardiac toxicity prediction from Karim et al.. Regression/Classification. Given a drug SMILES string, predict its toxicity properties. Task type varies by dataset: regression for continuous values (e.g., LD50, hERG inhibition percentage) or binary classification for toxic/non-toxic outcomes (e.g., AMES mutagenicity, cardiotoxicity, hepatotoxicity). Dataset: herg_karim. (1) The compound is CCN1CCN(NCc2cnc(-c3ccc(C(=O)Nc4ccccc4N)cc3)c(F)c2)CC1. The result is 0 (non-blocker). (2) The drug is O=C(CCN1CCCCC1)Nc1ccc(CN2CCC(NC(=O)c3cc(=O)c4ccc(F)cc4o3)CC2)cc1F. The result is 1 (blocker). (3) The compound is c1ccc(CNc2nc(N3CCOc4ccccc43)nc3c2CCCC3)cc1. The result is 0 (non-blocker). (4) The compound is C=CCC1(O)CCC2C3CCC4=CC(=O)CCC4=C3C(c3ccc(P(=O)(c4ccccc4)c4ccccc4)cc3)C[C@@]21C. The result is 1 (blocker). (5) The compound is COc1cc(-c2cn(C3CC(C(F)(F)F)CNC3=O)nn2)ccc1-n1cnc(C)c1. The result is 0 (non-blocker). (6) The compound is CCO[C@@H]1Cc2cc(C(F)(F)F)ccc2[C@H]1N1CCN(C2(C)CCN(C(=O)c3c(C)ncnc3C)CC2)C[C@@H]1C. The result is 1 (blocker). (7) The molecule is [NH3+][C@H]1CN(c2cnc3nccnc3n2)CC[C@@H]1c1cc(F)c(F)cc1F. The result is 1 (blocker).